From a dataset of Reaction yield outcomes from USPTO patents with 853,638 reactions. Predict the reaction yield, written as a fraction of the theoretical maximum amount of product (1.0 means a 100% yield; for example, 0.34 means a 34% yield). (1) The reactants are COC(C1C=C(O)C2C(=C(N)C=CC=2)N=1)=O.C[O:18][C:19]([C:21]1[CH:30]=[C:29]([OH:31])[C:28]2[C:23](=[C:24]([OH:33])[CH:25]=[CH:26][C:27]=2[Br:32])[N:22]=1)=[O:20]. No catalyst specified. The product is [OH:31][C:29]1[C:28]2[C:23](=[C:24]([OH:33])[CH:25]=[CH:26][C:27]=2[Br:32])[N:22]=[C:21]([C:19]([OH:20])=[O:18])[CH:30]=1. The yield is 0.850. (2) The reactants are Br[C:2]1[CH:3]=[C:4]([CH2:8][O:9][C:10]2[CH:15]=[CH:14][C:13]([CH2:16][CH2:17][C:18]([O:20][CH3:21])=[O:19])=[CH:12][CH:11]=2)[CH:5]=[CH:6][CH:7]=1.B1(B2OC(C)(C)C(C)(C)O2)OC(C)(C)C(C)(C)O1.C([O-])(=O)C.[K+].Br[C:46]1[CH:50]=[CH:49][S:48][CH:47]=1.C(=O)([O-])[O-].[Na+].[Na+]. The catalyst is CN(C)C=O.C1C=CC(P(C2C=CC=CC=2)[C-]2C=CC=C2)=CC=1.C1C=CC(P(C2C=CC=CC=2)[C-]2C=CC=C2)=CC=1.Cl[Pd]Cl.[Fe+2]. The product is [S:48]1[CH:49]=[CH:50][C:46]([C:2]2[CH:3]=[C:4]([CH2:8][O:9][C:10]3[CH:15]=[CH:14][C:13]([CH2:16][CH2:17][C:18]([O:20][CH3:21])=[O:19])=[CH:12][CH:11]=3)[CH:5]=[CH:6][CH:7]=2)=[CH:47]1. The yield is 0.220. (3) The catalyst is CS(C)=O. The yield is 0.320. The product is [Cl:10][C:4]1[C:5]([O:9][C:16]2[CH:15]=[CH:14][N:13]=[C:12]([Cl:11])[CH:17]=2)=[CH:6][C:7]([F:8])=[C:2]([NH2:1])[CH:3]=1. The reactants are [NH2:1][C:2]1[C:7]([F:8])=[CH:6][C:5]([OH:9])=[C:4]([Cl:10])[CH:3]=1.[Cl:11][C:12]1[CH:17]=[C:16](Cl)[CH:15]=[CH:14][N:13]=1.C([O-])([O-])=O.[K+].[K+].O.